Dataset: CYP3A4 inhibition data for predicting drug metabolism from PubChem BioAssay. Task: Regression/Classification. Given a drug SMILES string, predict its absorption, distribution, metabolism, or excretion properties. Task type varies by dataset: regression for continuous measurements (e.g., permeability, clearance, half-life) or binary classification for categorical outcomes (e.g., BBB penetration, CYP inhibition). Dataset: cyp3a4_veith. (1) The molecule is CC(NC(=O)CCSc1nc(-c2ccco2)cc(C(F)(F)F)n1)c1ccccc1. The result is 1 (inhibitor). (2) The drug is O=C(c1ccncc1)N1CCC2(CCN(Cc3ccccc3)CC2)CC1. The result is 1 (inhibitor). (3) The drug is Clc1ccc(-c2ccnc(Oc3cc(Cl)ccc3Cl)n2)cc1. The result is 0 (non-inhibitor). (4) The drug is COC(=O)c1c(C)nc2ccccc2c1C(=O)O. The result is 0 (non-inhibitor). (5) The compound is N#CCCn1c(=O)c(-c2ccccc2)nc2cnc(N3CCOCC3)nc21. The result is 0 (non-inhibitor). (6) The molecule is CC(C)(CCC(C)(C)c1ccccc1)c1ccccc1. The result is 0 (non-inhibitor).